Dataset: Forward reaction prediction with 1.9M reactions from USPTO patents (1976-2016). Task: Predict the product of the given reaction. Given the reactants Cl.[C:2]12([CH2:12][CH2:13][NH2:14])[CH2:11][CH:6]3[CH2:7][CH:8]([CH2:10][CH:4]([CH2:5]3)[CH2:3]1)[CH2:9]2.[Cl:15][C:16]1[C:24]([Cl:25])=[CH:23][CH:22]=[CH:21][C:17]=1[C:18](Cl)=[O:19], predict the reaction product. The product is: [Cl:15][C:16]1[C:24]([Cl:25])=[CH:23][CH:22]=[CH:21][C:17]=1[C:18]([NH:14][CH2:13][CH2:12][C:2]12[CH2:9][CH:8]3[CH2:7][CH:6]([CH2:5][CH:4]([CH2:10]3)[CH2:3]1)[CH2:11]2)=[O:19].